This data is from Catalyst prediction with 721,799 reactions and 888 catalyst types from USPTO. The task is: Predict which catalyst facilitates the given reaction. (1) Reactant: [C:1]1([C@H:7]2[C:16]3[C:11](=[CH:12][CH:13]=[CH:14][CH:15]=3)[CH2:10][CH2:9][NH:8]2)[CH:6]=[CH:5][CH:4]=[CH:3][CH:2]=1.[C:17](=[O:20])([O-:19])[O-].[Na+].[Na+].[CH2:23]([O:25][C:26](Cl)=[O:27])[CH3:24]. Product: [CH:4]1[CH:5]=[CH:6][C:1]([C@@H:7]2[N:8]([C:26]([O:25][C@@H:23]3[CH:11]4[CH2:10][CH2:9][N:8]([CH2:7][CH2:16]4)[CH2:24]3)=[O:27])[CH2:9][CH2:10][C:11]3[CH:12]=[CH:13][CH:14]=[CH:15][C:16]2=3)=[CH:2][CH:3]=1.[CH2:1]([C:26]([OH:25])=[O:27])[CH2:2][C:17]([OH:19])=[O:20]. The catalyst class is: 11. (2) Reactant: [OH-].[Li+].[Cl:3][C:4]1[CH:5]=[N:6][C:7]([NH:14][CH:15]2[CH2:18][C:17]([F:20])([F:19])[CH2:16]2)=[C:8]([CH:13]=1)[C:9]([O:11]C)=[O:10]. Product: [Cl:3][C:4]1[CH:5]=[N:6][C:7]([NH:14][CH:15]2[CH2:16][C:17]([F:20])([F:19])[CH2:18]2)=[C:8]([CH:13]=1)[C:9]([OH:11])=[O:10]. The catalyst class is: 20. (3) Reactant: [Li]CCCC.[C:6]1([C:12]#[CH:13])[CH:11]=[CH:10][CH:9]=[CH:8][CH:7]=1.I[CH2:15][CH2:16][CH2:17][CH2:18][CH2:19][O:20][CH:21]1[CH2:26][CH2:25][CH2:24][CH2:23][O:22]1.O. Product: [C:6]1([C:12]#[C:13][CH2:15][CH2:16][CH2:17][CH2:18][CH2:19][O:20][CH:21]2[CH2:26][CH2:25][CH2:24][CH2:23][O:22]2)[CH:11]=[CH:10][CH:9]=[CH:8][CH:7]=1. The catalyst class is: 7. (4) Reactant: [O:1]1[CH2:6][CH2:5][CH2:4][CH2:3][CH:2]1[N:7]1[C:15]2[C:10](=[CH:11][CH:12]=[C:13]([NH2:16])[CH:14]=2)[CH:9]=[N:8]1.Br[C:18]1[N:32]=[C:21]2[CH:22]=[CH:23][CH:24]=[C:25]([C:26]3[CH:31]=[CH:30][CH:29]=[CH:28][CH:27]=3)[N:20]2[N:19]=1.C1(P(C2C=CC=CC=2)C2C3OC4C(=CC=CC=4P(C4C=CC=CC=4)C4C=CC=CC=4)C(C)(C)C=3C=CC=2)C=CC=CC=1.C(=O)([O-])[O-].[Cs+].[Cs+]. Product: [C:26]1([C:25]2[N:20]3[N:19]=[C:18]([NH:16][C:13]4[CH:14]=[C:15]5[C:10]([CH:9]=[N:8][N:7]5[CH:2]5[CH2:3][CH2:4][CH2:5][CH2:6][O:1]5)=[CH:11][CH:12]=4)[N:32]=[C:21]3[CH:22]=[CH:23][CH:24]=2)[CH:27]=[CH:28][CH:29]=[CH:30][CH:31]=1. The catalyst class is: 62.